From a dataset of Reaction yield outcomes from USPTO patents with 853,638 reactions. Predict the reaction yield, written as a fraction of the theoretical maximum amount of product (1.0 means a 100% yield; for example, 0.34 means a 34% yield). (1) The reactants are [C:1]([O:10]C)(=O)[C:2]1[C:3](=[CH:5][CH:6]=[CH:7][CH:8]=1)[SH:4].[C:12]([C:14]1[CH:19]=[C:18]([C:20]#[N:21])[CH:17]=[CH:16][N:15]=1)#[N:13].C(N(CC)CC)C. The catalyst is C1(C)C=CC=CC=1. The product is [C:20]([C:18]1[CH:17]=[CH:16][N:15]=[C:14]([C:12]2[S:4][C:3]3[CH:5]=[CH:6][CH:7]=[CH:8][C:2]=3[C:1](=[O:10])[N:13]=2)[CH:19]=1)#[N:21]. The yield is 0.530. (2) The reactants are Cl[C:2]1[C:11]2[C:6](=[CH:7][CH:8]=[CH:9][C:10]=2[O:12][CH:13]2[CH2:18][CH2:17][N:16]([CH3:19])[CH2:15][CH2:14]2)[N:5]=[CH:4][N:3]=1.[S:20]1[CH:24]=[CH:23][N:22]=[C:21]1[S:25]([C:28]1[CH:34]=[CH:33][C:31]([NH2:32])=[CH:30][CH:29]=1)(=[O:27])=[O:26].[H-].[Na+]. The catalyst is C1COCC1. The product is [CH3:19][N:16]1[CH2:17][CH2:18][CH:13]([O:12][C:10]2[CH:9]=[CH:8][CH:7]=[C:6]3[C:11]=2[C:2]([NH:32][C:31]2[CH:33]=[CH:34][C:28]([S:25]([C:21]4[S:20][CH:24]=[CH:23][N:22]=4)(=[O:27])=[O:26])=[CH:29][CH:30]=2)=[N:3][CH:4]=[N:5]3)[CH2:14][CH2:15]1. The yield is 0.280. (3) The reactants are [C:1]1([CH3:14])[CH:6]=[CH:5][CH:4]=[CH:3][C:2]=1[NH:7][C:8](=O)[C:9]([CH3:12])([CH3:11])[CH3:10].[NH4+].[Cl-]. The catalyst is [Li]CCCC. The product is [C:9]([C:8]1[NH:7][C:2]2[C:1]([CH:14]=1)=[CH:6][CH:5]=[CH:4][CH:3]=2)([CH3:12])([CH3:11])[CH3:10]. The yield is 0.880. (4) The reactants are [Br:1][C:2]1[CH:3]=[CH:4][C:5]([CH2:9][OH:10])=[N+:6]([O-:8])[CH:7]=1.[H-].[Na+].[CH3:13]I. The catalyst is C1COCC1. The product is [Br:1][C:2]1[CH:3]=[CH:4][C:5]([CH2:9][O:10][CH3:13])=[N+:6]([O-:8])[CH:7]=1. The yield is 0.700. (5) The reactants are C([O:3][C:4]([C:6]1[C:7]([C:12]2[CH:13]=[N:14][CH:15]=[CH:16][CH:17]=2)=[N:8][O:9][C:10]=1[CH3:11])=O)C.C(OC(C1C(C2C=CC=C(F)C=2)=NOC=1C)=O)C. No catalyst specified. The product is [CH3:11][C:10]1[O:9][N:8]=[C:7]([C:12]2[CH:13]=[N:14][CH:15]=[CH:16][CH:17]=2)[C:6]=1[CH2:4][OH:3]. The yield is 0.670. (6) The reactants are C(O[C:6]([N:8](C)[C@H:9]([CH:20]([CH3:22])[CH3:21])[C:10]([O:12][CH2:13][C:14]1[CH:19]=[CH:18][CH:17]=[CH:16][CH:15]=1)=[O:11])=O)(C)(C)C.Cl. The catalyst is O1CCOCC1. The product is [CH3:21][CH:20]([CH3:22])[C@@H:9]([NH:8][CH3:6])[C:10]([O:12][CH2:13][C:14]1[CH:19]=[CH:18][CH:17]=[CH:16][CH:15]=1)=[O:11]. The yield is 0.990. (7) The reactants are [CH2:1]([O:3][C:4]([C:6]1[C:11]([C:12]#[N:13])=[CH:10][CH:9]=[C:8]([O:14][C:15]2[CH:20]=[CH:19][C:18]([B:21]3OC(C)(C)C(C)(C)[O:22]3)=[C:17]([CH:30]=[O:31])[CH:16]=2)[N:7]=1)=[O:5])[CH3:2].[BH4-].[Na+].Cl. The catalyst is CO. The product is [CH2:1]([O:3][C:4]([C:6]1[C:11]([C:12]#[N:13])=[CH:10][CH:9]=[C:8]([O:14][C:15]2[CH:20]=[CH:19][C:18]3[B:21]([OH:22])[O:31][CH2:30][C:17]=3[CH:16]=2)[N:7]=1)=[O:5])[CH3:2]. The yield is 0.200. (8) The reactants are C(N(CC)CC)C.[CH2:8]([N:12]1[C:20]([N:21]2[CH2:26][CH2:25][NH:24][CH2:23][CH2:22]2)=[N:19][C:18]2[C:13]1=[N:14][C:15]([C:33]1[CH:34]=[N:35][C:36]([NH2:39])=[N:37][CH:38]=1)=[N:16][C:17]=2[N:27]1[CH2:32][CH2:31][O:30][CH2:29][CH2:28]1)[CH:9]([CH3:11])[CH3:10].[CH3:40][N:41]1[CH2:45]CC[C:42]1=[O:46]. No catalyst specified. The product is [NH2:39][C:36]1[N:37]=[CH:38][C:33]([C:15]2[N:14]=[C:13]3[C:18]([N:19]=[C:20]([N:21]4[CH2:26][CH2:25][N:24]([C:42]([N:41]([CH3:45])[CH3:40])=[O:46])[CH2:23][CH2:22]4)[N:12]3[CH2:8][CH:9]([CH3:11])[CH3:10])=[C:17]([N:27]3[CH2:32][CH2:31][O:30][CH2:29][CH2:28]3)[N:16]=2)=[CH:34][N:35]=1. The yield is 0.430.